This data is from NCI-60 drug combinations with 297,098 pairs across 59 cell lines. The task is: Regression. Given two drug SMILES strings and cell line genomic features, predict the synergy score measuring deviation from expected non-interaction effect. Drug 1: C1=CC(=CC=C1CCC2=CNC3=C2C(=O)NC(=N3)N)C(=O)NC(CCC(=O)O)C(=O)O. Drug 2: CC1=CC2C(CCC3(C2CCC3(C(=O)C)OC(=O)C)C)C4(C1=CC(=O)CC4)C. Cell line: HOP-62. Synergy scores: CSS=28.6, Synergy_ZIP=1.06, Synergy_Bliss=4.83, Synergy_Loewe=-57.8, Synergy_HSA=-0.0132.